Dataset: Full USPTO retrosynthesis dataset with 1.9M reactions from patents (1976-2016). Task: Predict the reactants needed to synthesize the given product. (1) Given the product [CH3:37][C@@H:33]1[CH2:34][CH2:35][CH2:36][N:32]1[CH2:31][CH2:30][C:25]1[NH:26][C:27]2[C:23]([CH:24]=1)=[CH:22][C:21]([C:14]1[CH:15]=[CH:16][C:11]([C:9]#[N:10])=[CH:12][CH:13]=1)=[CH:29][CH:28]=2, predict the reactants needed to synthesize it. The reactants are: C([O-])([O-])=O.[Cs+].[Cs+].[F-].[Cs+].[C:9]([C:11]1[CH:16]=[CH:15][C:14](B(O)O)=[CH:13][CH:12]=1)#[N:10].Br[C:21]1[CH:22]=[C:23]2[C:27](=[CH:28][CH:29]=1)[NH:26][C:25]([CH2:30][CH2:31][N:32]1[CH2:36][CH2:35][CH2:34][C@H:33]1[CH3:37])=[CH:24]2.C1(P(C2CCCCC2)C2C=CC=CC=2C2C=CC=CC=2)CCCCC1. (2) Given the product [C:1]([O:5][C:6]([NH:8][C@@H:9]([C:13]1[CH:18]=[CH:17][CH:16]=[CH:15][CH:14]=1)[C:10]([O:12][C@@H:33]1[CH:34]2[CH2:37][CH2:38][N:31]([CH2:36][CH2:35]2)[CH2:32]1)=[O:11])=[O:7])([CH3:4])([CH3:2])[CH3:3], predict the reactants needed to synthesize it. The reactants are: [C:1]([O:5][C:6]([NH:8][C@@H:9]([C:13]1[CH:18]=[CH:17][CH:16]=[CH:15][CH:14]=1)[C:10]([OH:12])=[O:11])=[O:7])([CH3:4])([CH3:3])[CH3:2].N1(C(N2C=CN=C2)=O)C=CN=C1.[N:31]12[CH2:38][CH2:37][CH:34]([CH2:35][CH2:36]1)[C@@H:33](O)[CH2:32]2. (3) Given the product [Cl:1][C:2]1[N:7]=[C:6]([NH:10][CH:11]2[CH2:16][CH2:15][CH2:14][N:13]([C:17]([O:19][C:20]([CH3:23])([CH3:22])[CH3:21])=[O:18])[CH2:12]2)[C:5]([Cl:9])=[CH:4][N:3]=1, predict the reactants needed to synthesize it. The reactants are: [Cl:1][C:2]1[N:7]=[C:6](Cl)[C:5]([Cl:9])=[CH:4][N:3]=1.[NH2:10][CH:11]1[CH2:16][CH2:15][CH2:14][N:13]([C:17]([O:19][C:20]([CH3:23])([CH3:22])[CH3:21])=[O:18])[CH2:12]1.CCN(C(C)C)C(C)C.